Dataset: Peptide-MHC class II binding affinity with 134,281 pairs from IEDB. Task: Regression. Given a peptide amino acid sequence and an MHC pseudo amino acid sequence, predict their binding affinity value. This is MHC class II binding data. The peptide sequence is ESATILMTATPPGTS. The MHC is DRB1_0404 with pseudo-sequence DRB1_0404. The binding affinity (normalized) is 0.851.